This data is from Catalyst prediction with 721,799 reactions and 888 catalyst types from USPTO. The task is: Predict which catalyst facilitates the given reaction. Reactant: [Na].[NH:2]1[C:6]([C:7]([O:9][CH2:10][CH3:11])=[O:8])=[N:5][N:4]=[N:3]1.CN(C)C=O.Br[CH2:18][CH2:19][CH2:20][CH3:21]. Product: [CH2:18]([N:3]1[N:4]=[N:5][C:6]([C:7]([O:9][CH2:10][CH3:11])=[O:8])=[N:2]1)[CH2:19][CH2:20][CH3:21]. The catalyst class is: 6.